From a dataset of Reaction yield outcomes from USPTO patents with 853,638 reactions. Predict the reaction yield, written as a fraction of the theoretical maximum amount of product (1.0 means a 100% yield; for example, 0.34 means a 34% yield). (1) The reactants are Br[C:2]1[CH:6]=[CH:5][S:4][C:3]=1[C:7]1[CH:12]=[CH:11][C:10]([O:13][CH3:14])=[CH:9][CH:8]=1.[CH3:15][O:16][C:17]1[CH:22]=[CH:21][C:20](B(O)O)=[CH:19][CH:18]=1. The catalyst is CCCCCC. The product is [CH3:14][O:13][C:10]1[CH:11]=[CH:12][C:7]([C:3]2[S:4][CH:5]=[CH:6][C:2]=2[C:20]2[CH:21]=[CH:22][C:17]([O:16][CH3:15])=[CH:18][CH:19]=2)=[CH:8][CH:9]=1. The yield is 0.830. (2) The yield is 0.760. The reactants are [CH:1]1([Mg]Br)[CH2:3][CH2:2]1.Br[C:7]1[C:16]2[C:11](=[CH:12][CH:13]=[CH:14][CH:15]=2)[CH:10]=[CH:9][CH:8]=1. The product is [CH:1]1([C:15]2[C:16]3[C:11](=[CH:10][CH:9]=[CH:8][CH:7]=3)[CH:12]=[CH:13][CH:14]=2)[CH2:3][CH2:2]1. The catalyst is O1CCCC1.Cl[Ni]1(Cl)[P](C2C=CC=CC=2)(C2C=CC=CC=2)CCC[P]1(C1C=CC=CC=1)C1C=CC=CC=1. (3) The reactants are C([O:4][C:5]1[CH:14]=[CH:13][C:8]([C:9]([O:11][CH3:12])=[O:10])=[CH:7][CH:6]=1)C=C.Cl.CN(C)[C:18]1[CH:23]=CC=C[CH:19]=1. No catalyst specified. The product is [OH:4][C:5]1[CH:6]=[CH:7][C:8]([C:9]([O:11][CH3:12])=[O:10])=[CH:13][C:14]=1[CH2:23][CH:18]=[CH2:19]. The yield is 0.640. (4) The reactants are [OH:1][C:2]1[C:3]([N+:8]([O-:10])=[O:9])=[N:4][CH:5]=[CH:6][CH:7]=1.C1(P(C2C=CC=CC=2)C2C=CC=CC=2)C=CC=CC=1.[Cl:30][C:31]1[C:36]([F:37])=[CH:35][CH:34]=[C:33]([Cl:38])[C:32]=1[C@@H:39](O)[CH3:40].N(C(OC(C)C)=O)=NC(OC(C)C)=O. The catalyst is C1COCC1. The product is [Cl:30][C:31]1[C:36]([F:37])=[CH:35][CH:34]=[C:33]([Cl:38])[C:32]=1[C@H:39]([O:1][C:2]1[C:3]([N+:8]([O-:10])=[O:9])=[N:4][CH:5]=[CH:6][CH:7]=1)[CH3:40]. The yield is 0.883. (5) The reactants are [CH2:1]([O:8][C:9]([N:11]1[CH2:15][C@H:14]([O:16][CH3:17])[CH2:13][C@@H:12]1[CH2:18][C:19]#N)=[O:10])[C:2]1[CH:7]=[CH:6][CH:5]=[CH:4][CH:3]=1.Br[CH2:22][C:23]([O:25][CH2:26][CH3:27])=[O:24].[OH2:28]. The catalyst is O1CCCC1.C(OCC)(=O)C.O1CCOCC1.Cl.[Zn].BrCC(OCC)=O. The product is [CH2:1]([O:8][C:9]([N:11]1[CH2:15][C@H:14]([O:16][CH3:17])[CH2:13][C@H:12]1[CH2:18][C:19](=[O:28])[CH2:22][C:23]([O:25][CH2:26][CH3:27])=[O:24])=[O:10])[C:2]1[CH:7]=[CH:6][CH:5]=[CH:4][CH:3]=1. The yield is 0.710. (6) The product is [N+:1]([C:4]1[CH:5]=[C:6]([N:10]([CH2:11][C:12]2[CH:17]=[CH:16][CH:15]=[C:14]([O:18][C:19]([F:23])([F:24])[CH:20]([F:21])[F:22])[CH:13]=2)[CH2:28][CH:27]([OH:29])[C:26]([F:31])([F:30])[F:25])[CH:7]=[CH:8][CH:9]=1)([O-:3])=[O:2]. The yield is 0.450. The catalyst is C(#N)C. The reactants are [N+:1]([C:4]1[CH:5]=[C:6]([NH:10][CH2:11][C:12]2[CH:17]=[CH:16][CH:15]=[C:14]([O:18][C:19]([F:24])([F:23])[CH:20]([F:22])[F:21])[CH:13]=2)[CH:7]=[CH:8][CH:9]=1)([O-:3])=[O:2].[F:25][C:26]([F:31])([F:30])[CH:27]1[O:29][CH2:28]1.FC(F)(F)S([O-])(=O)=O.[Yb+3].FC(F)(F)S([O-])(=O)=O.FC(F)(F)S([O-])(=O)=O. (7) The reactants are [Cl:1][C:2]1[CH:11]=[CH:10][CH:9]=[C:8]2[C:3]=1[C:4](=[O:22])[N:5]([C:14]1[CH:19]=[CH:18][CH:17]=[CH:16][C:15]=1[O:20][CH3:21])[C:6]([CH2:12]Cl)=[N:7]2.[N:23]1[C:31]([NH2:32])=[C:30]2[C:26]([N:27]=[CH:28][NH:29]2)=[N:25][CH:24]=1.C([O-])([O-])=O.[K+].[K+]. The catalyst is CN(C=O)C. The product is [NH2:32][C:31]1[N:23]=[CH:24][N:25]=[C:26]2[C:30]=1[N:29]=[CH:28][N:27]2[CH2:12][C:6]1[N:5]([C:14]2[CH:19]=[CH:18][CH:17]=[CH:16][C:15]=2[O:20][CH3:21])[C:4](=[O:22])[C:3]2[C:8](=[CH:9][CH:10]=[CH:11][C:2]=2[Cl:1])[N:7]=1. The yield is 0.380.